From a dataset of Full USPTO retrosynthesis dataset with 1.9M reactions from patents (1976-2016). Predict the reactants needed to synthesize the given product. (1) Given the product [O:1]1[C:5]2[CH:6]=[CH:7][C:8]([C:10]3[C:14](=[O:15])[C:13]4([CH2:20][CH2:19][NH:18][CH2:17][CH2:16]4)[O:12][C:11]=3[C:28]3[CH:33]=[CH:32][N:31]=[CH:30][CH:29]=3)=[CH:9][C:4]=2[O:3][CH2:2]1.[C:36]([OH:38])([C:35]([F:40])([F:39])[F:34])=[O:37], predict the reactants needed to synthesize it. The reactants are: [O:1]1[C:5]2[CH:6]=[CH:7][C:8]([C:10]3[C:14](=[O:15])[C:13]4([CH2:20][CH2:19][N:18](C(OC(C)(C)C)=O)[CH2:17][CH2:16]4)[O:12][C:11]=3[C:28]3[CH:33]=[CH:32][N:31]=[CH:30][CH:29]=3)=[CH:9][C:4]=2[O:3][CH2:2]1.[F:34][C:35]([F:40])([F:39])[C:36]([OH:38])=[O:37]. (2) Given the product [CH2:20]([O:19][C:13](=[O:18])[CH:14]([Br:29])[C:15](=[O:16])[CH3:17])[CH3:21], predict the reactants needed to synthesize it. The reactants are: FC(F)(F)S(O[Si](C)(C)C)(=O)=O.[C:13]([O:19][CH2:20][CH3:21])(=[O:18])[CH2:14][C:15]([CH3:17])=[O:16].CCN(CC)CC.[Br:29]Br. (3) The reactants are: Br[C:2]1[CH:9]=[N:8][CH:7]=[C:6]([Br:10])[C:3]=1[CH:4]=[O:5].[C:11]1(=[O:24])[C:16]2[CH:17]=[C:18]3[N:23]([C:15]=2[CH2:14][CH2:13][NH:12]1)[CH2:22][CH2:21][CH2:20][CH2:19]3.C(=O)([O-])[O-].[Cs+].[Cs+].CC1(C)C2C(=C(P(C3C=CC=CC=3)C3C=CC=CC=3)C=CC=2)OC2C(P(C3C=CC=CC=3)C3C=CC=CC=3)=CC=CC1=2. Given the product [Br:10][C:6]1[CH:7]=[N:8][CH:9]=[C:2]([N:12]2[CH2:13][CH2:14][C:15]3[N:23]4[C:18]([CH2:19][CH2:20][CH2:21][CH2:22]4)=[CH:17][C:16]=3[C:11]2=[O:24])[C:3]=1[CH:4]=[O:5], predict the reactants needed to synthesize it. (4) Given the product [Br:3][C:4]1[CH:5]=[C:6]([C:21]([OH:23])=[O:22])[CH:7]=[C:8]2[C:13]=1[O:12][C:11]([N:14]1[CH2:19][CH2:18][O:17][CH2:16][CH2:15]1)=[CH:10][C:9]2=[O:20], predict the reactants needed to synthesize it. The reactants are: [OH-].[Na+].[Br:3][C:4]1[CH:5]=[C:6]([C:21]([O:23]C)=[O:22])[CH:7]=[C:8]2[C:13]=1[O:12][C:11]([N:14]1[CH2:19][CH2:18][O:17][CH2:16][CH2:15]1)=[CH:10][C:9]2=[O:20]. (5) Given the product [F:30][C:29]1[CH:28]=[CH:27][C:26]([CH2:31][N:32]2[CH2:52][CH2:51][C:35]3([O:40][CH2:39][CH2:38][N:37]([C:41]([C:43]4[N:44]=[C:45]([CH:48]([CH3:49])[CH3:50])[S:46][CH:47]=4)=[O:42])[CH2:36]3)[CH2:34][CH2:33]2)=[CH:25][C:24]=1[CH2:23][CH2:22][NH:21][CH2:20][C@@H:19]([C:9]1[C:10]2[S:14][C:13](=[O:15])[NH:12][C:11]=2[C:6]([OH:5])=[CH:7][CH:8]=1)[OH:53].[CH3:36][CH:35]1[CH2:51][CH2:52][CH2:39][O:40]1, predict the reactants needed to synthesize it. The reactants are: C([O:5][C:6]1[C:11]2[N:12]=[C:13]([O:15]C(C)C)[S:14][C:10]=2[C:9]([C@@H:19]([OH:53])[CH2:20][NH:21][CH2:22][CH2:23][C:24]2[CH:25]=[C:26]([CH2:31][N:32]3[CH2:52][CH2:51][C:35]4([O:40][CH2:39][CH2:38][N:37]([C:41]([C:43]5[N:44]=[C:45]([CH:48]([CH3:50])[CH3:49])[S:46][CH:47]=5)=[O:42])[CH2:36]4)[CH2:34][CH2:33]3)[CH:27]=[CH:28][C:29]=2[F:30])=[CH:8][CH:7]=1)(C)(C)C.Cl.[OH-].[Na+]. (6) Given the product [O:2]=[C:3]1[NH:8][N:7]=[C:6]([C:9]([O:11][CH3:12])=[O:10])[CH:5]=[CH:4]1, predict the reactants needed to synthesize it. The reactants are: C[O:2][C:3]1[N:8]=[N:7][C:6]([C:9]([O:11][CH3:12])=[O:10])=[CH:5][CH:4]=1.C[Si](Cl)(C)C.